Predict the reactants needed to synthesize the given product. From a dataset of Full USPTO retrosynthesis dataset with 1.9M reactions from patents (1976-2016). (1) Given the product [C:14]([C:16]1[CH:17]=[C:18]([C:30]2[CH:31]=[C:32]([CH:37]=[CH:38][N:39]=2)[C:33]([O:35][CH3:36])=[O:34])[CH:19]=[CH:20][C:21]=1[C:46]1[CH:47]=[CH:48][N:44]([Si:43]([CH:52]([CH3:54])[CH3:53])([CH:55]([CH3:57])[CH3:56])[CH:40]([CH3:41])[CH3:42])[CH:45]=1)#[N:15], predict the reactants needed to synthesize it. The reactants are: C(=O)([O-])[O-].[K+].[K+].C1(C)C=CC=CC=1.[C:14]([C:16]1[CH:17]=[C:18]([C:30]2[CH:31]=[C:32]([CH:37]=[CH:38][N:39]=2)[C:33]([O:35][CH3:36])=[O:34])[CH:19]=[CH:20][C:21]=1OS(C(F)(F)F)(=O)=O)#[N:15].[CH:40]([Si:43]([CH:55]([CH3:57])[CH3:56])([CH:52]([CH3:54])[CH3:53])[N:44]1[CH:48]=[CH:47][C:46](B(O)O)=[CH:45]1)([CH3:42])[CH3:41]. (2) The reactants are: C[O:2][C:3]1[CH:10]=[CH:9][CH:8]=[C:7]([N+:11]([O-:13])=[O:12])[C:4]=1[C:5]#[N:6].Cl.N1C=CC=CC=1.O. Given the product [OH:2][C:3]1[CH:10]=[CH:9][CH:8]=[C:7]([N+:11]([O-:13])=[O:12])[C:4]=1[C:5]#[N:6], predict the reactants needed to synthesize it.